This data is from Forward reaction prediction with 1.9M reactions from USPTO patents (1976-2016). The task is: Predict the product of the given reaction. (1) Given the reactants [H-].[Al+3].[Li+].[H-].[H-].[H-].[F:7][C:8]1[CH:9]=[CH:10][C:11]([O:27][CH3:28])=[C:12]([C:14]([CH3:26])([CH3:25])[CH2:15][C@:16]([OH:24])([C:20]([F:23])([F:22])[F:21])[C:17](O)=[O:18])[CH:13]=1, predict the reaction product. The product is: [F:7][C:8]1[CH:9]=[CH:10][C:11]([O:27][CH3:28])=[C:12]([C:14]([CH3:26])([CH3:25])[CH2:15][C@@:16]([C:20]([F:22])([F:23])[F:21])([OH:24])[CH2:17][OH:18])[CH:13]=1. (2) Given the reactants [CH:1]1([C:4]([C:13]2[C:21]3[C:16](=[C:17]([CH2:22][S:23][CH3:24])[CH:18]=[CH:19][CH:20]=3)[NH:15][CH:14]=2)([C:6]2[CH:11]=[CH:10][C:9]([F:12])=[CH:8][CH:7]=2)[CH3:5])[CH2:3][CH2:2]1.CC(C(C1C2C(=C(CS(C)=[O:52])C=CC=2)NC=1)C1C=CC(C(F)(F)F)=CC=1)CC#N, predict the reaction product. The product is: [CH:1]1([C:4]([C:13]2[C:21]3[C:16](=[C:17]([CH2:22][S:23]([CH3:24])=[O:52])[CH:18]=[CH:19][CH:20]=3)[NH:15][CH:14]=2)([C:6]2[CH:11]=[CH:10][C:9]([F:12])=[CH:8][CH:7]=2)[CH3:5])[CH2:3][CH2:2]1. (3) Given the reactants C(N(CC)CC)C.[CH3:8][C@@:9]12[C:15]([CH3:17])([CH3:16])[C@@H:12]([CH2:13][CH2:14]1)[CH:11]([C:18](Cl)=[O:19])[C:10]2=O.C(OC([N:29]([CH2:39][C:40]1[CH:45]=[CH:44][CH:43]=[CH:42][CH:41]=1)[NH:30][C:31]1[CH:36]=[C:35]([Cl:37])[CH:34]=[CH:33][C:32]=1[Cl:38])=O)(C)(C)C.Cl.O1CCOCC1, predict the reaction product. The product is: [CH2:39]([N:29]1[C:10]2[C@:9]3([CH3:8])[C:15]([CH3:17])([CH3:16])[C@@H:12]([CH2:13][CH2:14]3)[C:11]=2[C:18](=[O:19])[N:30]1[C:31]1[CH:36]=[C:35]([Cl:37])[CH:34]=[CH:33][C:32]=1[Cl:38])[C:40]1[CH:41]=[CH:42][CH:43]=[CH:44][CH:45]=1.